This data is from Reaction yield outcomes from USPTO patents with 853,638 reactions. The task is: Predict the reaction yield, written as a fraction of the theoretical maximum amount of product (1.0 means a 100% yield; for example, 0.34 means a 34% yield). (1) The reactants are CO[C:3]([C:5]1[N:6]=[C:7]([C:23]#[N:24])[C:8]2[C:13]([C:14]=1[OH:15])=[CH:12][CH:11]=[C:10]([O:16][C:17]1[CH:22]=[CH:21][CH:20]=[CH:19][CH:18]=1)[CH:9]=2)=[O:4].[NH2:25][CH:26]([CH3:31])[CH2:27][C:28]([OH:30])=[O:29].C[O-].[Na+].CO. No catalyst specified. The product is [C:23]([C:7]1[C:8]2[C:13](=[CH:12][CH:11]=[C:10]([O:16][C:17]3[CH:22]=[CH:21][CH:20]=[CH:19][CH:18]=3)[CH:9]=2)[C:14]([OH:15])=[C:5]([C:3]([NH:25][CH:26]([CH3:31])[CH2:27][C:28]([OH:30])=[O:29])=[O:4])[N:6]=1)#[N:24]. The yield is 0.0380. (2) The reactants are C1(CN2C(=O)C(CCCN3CCN(C)CC3)=CC(C3C=CC(OC)=C(F)C=3)=N2)CC1.[F:31][C:32]1[CH:37]=[CH:36][C:35]([C:38]2[CH:39]=[C:40]([C:45]([O:47]C)=[O:46])[C:41](=[O:44])[NH:42][N:43]=2)=[CH:34][C:33]=1[CH3:49].[Cl:50][C:51]1[CH:58]=[CH:57][CH:56]=[CH:55][C:52]=1[CH2:53]Cl.FC1C=C(F)C=CC=1C1C=C(COS(C)(=O)=O)C(=O)N(CC(C)C)N=1. No catalyst specified. The product is [C:45]([C:40]1[C:41](=[O:44])[N:42]([CH2:53][C:52]2[CH:55]=[CH:56][CH:57]=[CH:58][C:51]=2[Cl:50])[N:43]=[C:38]([C:35]2[CH:36]=[CH:37][C:32]([F:31])=[C:33]([CH3:49])[CH:34]=2)[CH:39]=1)([OH:47])=[O:46]. The yield is 0.764.